This data is from Reaction yield outcomes from USPTO patents with 853,638 reactions. The task is: Predict the reaction yield, written as a fraction of the theoretical maximum amount of product (1.0 means a 100% yield; for example, 0.34 means a 34% yield). (1) The reactants are [CH2:1]([O:3][C:4]([CH:6]1[CH2:11][CH2:10][CH2:9][N:8]([CH2:12][C:13]2[CH:18]=[CH:17][CH:16]=[C:15]([O:19][C:20]3[CH:25]=[CH:24][CH:23]=[CH:22][CH:21]=3)[CH:14]=2)[C:7]1=[O:26])=[O:5])[CH3:2].[CH3:27][Si]([N-][Si](C)(C)C)(C)C.[Li+].CI. The catalyst is C1COCC1. The product is [CH2:1]([O:3][C:4]([C:6]1([CH3:27])[CH2:11][CH2:10][CH2:9][N:8]([CH2:12][C:13]2[CH:18]=[CH:17][CH:16]=[C:15]([O:19][C:20]3[CH:21]=[CH:22][CH:23]=[CH:24][CH:25]=3)[CH:14]=2)[C:7]1=[O:26])=[O:5])[CH3:2]. The yield is 0.970. (2) The catalyst is C1(C)C=CC=CC=1. The reactants are CC(C)[O-].[Al+3].CC(C)[O-].CC(C)[O-].C1(=O)CCCCC1.O.Cl.[CH3:23][N:24]1[CH2:40][C:38]2=[C:39]3[C:34](=[C:35]([O:41][CH3:42])[CH:36]=[CH:37]2)[O:33][C@@H:32]2[C@:27]3([CH:28]=[CH:29][C@H:30]([OH:43])[CH2:31]2)[CH2:26][CH2:25]1. The product is [CH3:23][N:24]1[CH2:40][C:38]2[CH:37]=[CH:36][C:35]([O:41][CH3:42])=[C:34]3[C:39]=2[C@:27]2([C@@H:32]([O:33]3)[CH2:31][C:30](=[O:43])[CH:29]=[CH:28]2)[CH2:26][CH2:25]1. The yield is 0.630. (3) The reactants are C[O:2][C:3]1[CH:4]=[C:5]([CH2:9][C:10]#[N:11])[CH:6]=[CH:7][CH:8]=1.B(Br)(Br)Br.O. The catalyst is C(Cl)Cl. The product is [OH:2][C:3]1[CH:4]=[C:5]([CH2:9][C:10]#[N:11])[CH:6]=[CH:7][CH:8]=1. The yield is 0.550. (4) The reactants are [OH:1][C:2]1[N:7]=[C:6]2[C:8]3[N:15]([CH3:16])[N:14]=[C:13]([C:17]([N:19]([O:21][CH3:22])[CH3:20])=[O:18])[C:9]=3[CH2:10][CH2:11][CH2:12][C:5]2=[CH:4][N:3]=1.[F:23][C:24]([F:37])([F:36])[S:25](O[S:25]([C:24]([F:37])([F:36])[F:23])(=[O:27])=[O:26])(=[O:27])=[O:26]. The catalyst is C(Cl)Cl. The product is [F:23][C:24]([F:37])([F:36])[S:25]([O:1][C:2]1[N:7]=[C:6]2[C:8]3[N:15]([CH3:16])[N:14]=[C:13]([C:17](=[O:18])[N:19]([O:21][CH3:22])[CH3:20])[C:9]=3[CH2:10][CH2:11][CH2:12][C:5]2=[CH:4][N:3]=1)(=[O:27])=[O:26]. The yield is 0.680. (5) The reactants are [Br:1][C:2]1[C:3](=[O:20])[N:4]([C:10]2[CH:19]=[CH:18][C:13]([C:14]([O:16][CH3:17])=[O:15])=[CH:12][CH:11]=2)[C:5]([CH3:9])=[CH:6][C:7]=1[OH:8].[F:21][C:22]1[CH:29]=[C:28]([F:30])[CH:27]=[CH:26][C:23]=1[CH2:24]Br.C([O-])([O-])=O.[K+].[K+].O. The catalyst is CN(C)C=O. The product is [Br:1][C:2]1[C:3](=[O:20])[N:4]([C:10]2[CH:11]=[CH:12][C:13]([C:14]([O:16][CH3:17])=[O:15])=[CH:18][CH:19]=2)[C:5]([CH3:9])=[CH:6][C:7]=1[O:8][CH2:24][C:23]1[CH:26]=[CH:27][C:28]([F:30])=[CH:29][C:22]=1[F:21]. The yield is 0.720.